From a dataset of Catalyst prediction with 721,799 reactions and 888 catalyst types from USPTO. Predict which catalyst facilitates the given reaction. (1) Reactant: C(OC([N:8]1[CH2:12][CH2:11][CH:10]([C:13]2[CH:18]=[CH:17][C:16]([S:19]([C:22]3[CH:27]=[CH:26][CH:25]=[C:24]([F:28])[CH:23]=3)(=[O:21])=[O:20])=[CH:15][C:14]=2[O:29][CH2:30][C:31](=[O:34])[NH:32][CH3:33])[CH2:9]1)=O)(C)(C)C.Cl. Product: [F:28][C:24]1[CH:23]=[C:22]([S:19]([C:16]2[CH:17]=[CH:18][C:13]([CH:10]3[CH2:11][CH2:12][NH:8][CH2:9]3)=[C:14]([CH:15]=2)[O:29][CH2:30][C:31]([NH:32][CH3:33])=[O:34])(=[O:21])=[O:20])[CH:27]=[CH:26][CH:25]=1. The catalyst class is: 12. (2) Reactant: COC1C=CC(P2(SP(C3C=CC(OC)=CC=3)(=S)S2)=[S:10])=CC=1.[C:23]([C:25]1[CH:33]=[CH:32][C:28]([C:29](O)=O)=[CH:27][CH:26]=1)#[N:24].[C:34]([NH:37][NH2:38])(=O)[CH3:35].C(P1(=O)OP(CCC)(=O)OP(CCC)(=O)O1)CC.CCN(C(C)C)C(C)C. Product: [CH3:35][C:34]1[S:10][C:29]([C:28]2[CH:32]=[CH:33][C:25]([C:23]#[N:24])=[CH:26][CH:27]=2)=[N:38][N:37]=1. The catalyst class is: 84. (3) Reactant: [Cl:1][C:2]1[CH:3]=[C:4]([CH:19]=[CH:20][C:21]=1[Cl:22])[CH2:5][N:6]1[C:17](=[O:18])[N:9]2[CH:10]=[C:11]([C:14](O)=[O:15])[CH:12]=[CH:13][C:8]2=[N:7]1.[CH:23]1[CH:24]=[CH:25][C:26]2N(O)N=[N:29][C:27]=2[CH:28]=1.CCN=C=NCCCN(C)C.Cl.C(N(CC)CC)C.C(N)CCCCC. Product: [Cl:1][C:2]1[CH:3]=[C:4]([CH:19]=[CH:20][C:21]=1[Cl:22])[CH2:5][N:6]1[C:17](=[O:18])[N:9]2[CH:10]=[C:11]([C:14]([NH:29][CH2:27][CH2:26][CH2:25][CH2:24][CH2:23][CH3:28])=[O:15])[CH:12]=[CH:13][C:8]2=[N:7]1. The catalyst class is: 4. (4) Reactant: C(O)(C(F)(F)F)=O.[CH2:8]([O:15][NH:16][C@H:17]1[CH2:22][N:21](C(OC(C)(C)C)=O)[C@H:20]([C:30]([O:32][CH2:33][CH3:34])=[O:31])[CH2:19][CH2:18]1)[C:9]1[CH:14]=[CH:13][CH:12]=[CH:11][CH:10]=1. Product: [CH2:8]([O:15][NH:16][C@H:17]1[CH2:22][NH:21][C@H:20]([C:30]([O:32][CH2:33][CH3:34])=[O:31])[CH2:19][CH2:18]1)[C:9]1[CH:10]=[CH:11][CH:12]=[CH:13][CH:14]=1. The catalyst class is: 2. (5) Reactant: Cl[C:2]1[C:3]2[CH:12]=[CH:11][N:10]([CH2:13][CH3:14])[C:4]=2[N:5]=[C:6]([S:8][CH3:9])[N:7]=1.[Cl:15][C:16]1[CH:22]=[CH:21][C:19]([NH2:20])=[CH:18][CH:17]=1. Product: [Cl:15][C:16]1[CH:22]=[CH:21][C:19]([NH:20][C:2]2[C:3]3[CH:12]=[CH:11][N:10]([CH2:13][CH3:14])[C:4]=3[N:5]=[C:6]([S:8][CH3:9])[N:7]=2)=[CH:18][CH:17]=1. The catalyst class is: 8.